This data is from Reaction yield outcomes from USPTO patents with 853,638 reactions. The task is: Predict the reaction yield, written as a fraction of the theoretical maximum amount of product (1.0 means a 100% yield; for example, 0.34 means a 34% yield). (1) The reactants are [CH:1]([N:5]1[CH:13]=[N:12][C:11]2[C:6]1=[N:7][C:8]([N:21]1[CH2:26][CH2:25][O:24][CH2:23][CH2:22]1)=[N:9][C:10]=2[C:14]1[CH:15]=[N:16][C:17]([NH2:20])=[N:18][CH:19]=1)([CH2:3][CH3:4])[CH3:2].C1C(=O)N([Br:34])C(=O)C1. The catalyst is C(Cl)(Cl)Cl. The product is [Br:34][C:13]1[N:5]([CH:1]([CH2:3][CH3:4])[CH3:2])[C:6]2[C:11]([N:12]=1)=[C:10]([C:14]1[CH:15]=[N:16][C:17]([NH2:20])=[N:18][CH:19]=1)[N:9]=[C:8]([N:21]1[CH2:26][CH2:25][O:24][CH2:23][CH2:22]1)[N:7]=2. The yield is 0.490. (2) The reactants are [OH-].[Na+].[SH:3][C:4]1[CH:12]=[CH:11][C:7]([C:8]([OH:10])=[O:9])=[CH:6][CH:5]=1.C(=O)([O-])[O-].[K+].[K+].Cl[CH2:20][C:21]#[N:22]. The catalyst is O. The product is [C:21]([CH2:20][S:3][C:4]1[CH:12]=[CH:11][C:7]([C:8]([OH:10])=[O:9])=[CH:6][CH:5]=1)#[N:22]. The yield is 0.880. (3) The reactants are [C:1]([OH:14])(=O)[CH2:2][CH2:3][CH2:4][CH2:5][CH2:6][CH2:7][CH2:8][CH2:9][CH2:10][CH2:11][CH3:12].S(Cl)([Cl:17])=O.Cl.S(=O)=O. The catalyst is NCC(OC(=O)CCCCCCCCCCC)=O.[Na]. The product is [C:1]([Cl:17])(=[O:14])[CH2:2][CH2:3][CH2:4][CH2:5][CH2:6][CH2:7][CH2:8][CH2:9][CH2:10][CH2:11][CH3:12]. The yield is 0.998.